From a dataset of Full USPTO retrosynthesis dataset with 1.9M reactions from patents (1976-2016). Predict the reactants needed to synthesize the given product. Given the product [NH2:3][C@H:4]([CH3:12])[CH2:5][CH2:6][NH:7][CH2:8][CH:9]([CH3:11])[CH3:10], predict the reactants needed to synthesize it. The reactants are: Cl.Cl.[NH2:3][C@H:4]([CH3:12])[CH2:5][CH2:6][NH:7][CH2:8][CH:9]([CH3:11])[CH3:10].CO.C(=O)([O-])[O-].